This data is from Forward reaction prediction with 1.9M reactions from USPTO patents (1976-2016). The task is: Predict the product of the given reaction. (1) Given the reactants Br[C:2]1[CH:9]=[CH:8][C:5]([C:6]#[N:7])=[CH:4][C:3]=1[O:10][CH3:11].C([Li])CCC.C(O[B:21]1[O:25][C:24]([CH3:27])([CH3:26])[C:23]([CH3:29])([CH3:28])[O:22]1)(C)C, predict the reaction product. The product is: [CH3:11][O:10][C:3]1[CH:4]=[C:5]([CH:8]=[CH:9][C:2]=1[B:21]1[O:25][C:24]([CH3:27])([CH3:26])[C:23]([CH3:29])([CH3:28])[O:22]1)[C:6]#[N:7]. (2) Given the reactants [CH3:1][C:2]1[CH:7]=[CH:6][CH:5]=[CH:4][C:3]=1[NH:8][C:9]1[O:10][C:11]2[CH:17]=[C:16]([CH2:18][C:19]([N:21]([CH2:23][CH2:24][O:25][C:26]3[CH:35]=[CH:34][C:29]([C:30]([O:32]C)=[O:31])=[CH:28][CH:27]=3)[CH3:22])=[O:20])[CH:15]=[CH:14][C:12]=2[N:13]=1.[OH-].[Na+], predict the reaction product. The product is: [CH3:1][C:2]1[CH:7]=[CH:6][CH:5]=[CH:4][C:3]=1[NH:8][C:9]1[O:10][C:11]2[CH:17]=[C:16]([CH2:18][C:19]([N:21]([CH2:23][CH2:24][O:25][C:26]3[CH:27]=[CH:28][C:29]([C:30]([OH:32])=[O:31])=[CH:34][CH:35]=3)[CH3:22])=[O:20])[CH:15]=[CH:14][C:12]=2[N:13]=1. (3) Given the reactants [Cl:1][C:2]1[CH:10]=[CH:9][CH:8]=[C:7]2[C:3]=1[CH:4]=[CH:5][NH:6]2.[F:11][C:12]([F:23])([F:22])[C:13](O[C:13](=[O:14])[C:12]([F:23])([F:22])[F:11])=[O:14].O, predict the reaction product. The product is: [Cl:1][C:2]1[CH:10]=[CH:9][CH:8]=[C:7]2[C:3]=1[C:4]([C:13](=[O:14])[C:12]([F:23])([F:22])[F:11])=[CH:5][NH:6]2. (4) Given the reactants [NH2:1][C:2]1[N:7]=[C:6]([C:8]2[CH:15]=[C:14](OC)[C:11]([C:12]#[N:13])=[C:10](F)[CH:9]=2)[CH:5]=[CH:4][N:3]=1.[OH2:19].[NH2:20][NH2:21].[CH2:22]1COCC1, predict the reaction product. The product is: [NH2:1][C:2]1[N:7]=[C:6]([C:8]2[CH:15]=[C:14]3[C:11]([C:12]([NH2:13])=[N:20][NH:21]3)=[C:10]([O:19][CH3:22])[CH:9]=2)[CH:5]=[CH:4][N:3]=1.